The task is: Predict the reactants needed to synthesize the given product.. This data is from Full USPTO retrosynthesis dataset with 1.9M reactions from patents (1976-2016). (1) The reactants are: [CH3:1][O:2][C:3]1[CH:4]=[C:5]([NH2:12])[CH:6]=[CH:7][C:8]=1[N+:9]([O-:11])=[O:10].O=[As](O[As](=O)=O)=O.O[CH2:21][CH:22]([CH2:24]O)O.S(=O)(=O)(O)O. Given the product [CH3:1][O:2][C:3]1[CH:4]=[C:5]2[C:6]([CH:21]=[CH:22][CH:24]=[N:12]2)=[CH:7][C:8]=1[N+:9]([O-:11])=[O:10], predict the reactants needed to synthesize it. (2) Given the product [NH2:8][C:9]1[C:10]([C:27]2[O:31][C:30]([CH2:32][C:33]([OH:35])=[O:34])=[N:29][N:28]=2)=[N:11][C:12]([C:15]2[CH:20]=[CH:19][C:18]([S:21]([CH:24]([CH3:26])[CH3:25])(=[O:23])=[O:22])=[CH:17][CH:16]=2)=[CH:13][N:14]=1, predict the reactants needed to synthesize it. The reactants are: C(O)(C(F)(F)F)=O.[NH2:8][C:9]1[C:10]([C:27]2[O:31][C:30]([CH2:32][C:33]([O:35]C(C)(C)C)=[O:34])=[N:29][N:28]=2)=[N:11][C:12]([C:15]2[CH:20]=[CH:19][C:18]([S:21]([CH:24]([CH3:26])[CH3:25])(=[O:23])=[O:22])=[CH:17][CH:16]=2)=[CH:13][N:14]=1. (3) Given the product [Cl:69][C:34]1[C:35]([CH2:37][C:38]2[CH:43]=[CH:42][C:41]([O:44][CH2:45][CH3:46])=[CH:40][CH:39]=2)=[CH:36][C:31]([C@H:12]2[C@H:13]([O:23][CH2:24][C:25]3[CH:30]=[CH:29][CH:28]=[CH:27][CH:26]=3)[C@@H:14]([O:15][CH2:16][C:17]3[CH:18]=[CH:19][CH:20]=[CH:21][CH:22]=3)[C@H:9]([O:8][CH2:1][C:2]3[CH:7]=[CH:6][CH:5]=[CH:4][CH:3]=3)[C@@H:10]([CH2:54][O:55][CH2:56][C:57]3[CH:62]=[CH:61][CH:60]=[CH:59][CH:58]=3)[O:11]2)=[C:32]2[C:33]=1[CH2:52][CH2:51][CH2:50][O:49]2, predict the reactants needed to synthesize it. The reactants are: [CH2:1]([O:8][C@H:9]1[C@H:14]([O:15][CH2:16][C:17]2[CH:22]=[CH:21][CH:20]=[CH:19][CH:18]=2)[C@@H:13]([O:23][CH2:24][C:25]2[CH:30]=[CH:29][CH:28]=[CH:27][CH:26]=2)[C@H:12]([C:31]2[CH:36]=[C:35]([CH2:37][C:38]3[CH:43]=[CH:42][C:41]([O:44][CH2:45][CH3:46])=[CH:40][CH:39]=3)[C:34](Cl)=[C:33](Br)[C:32]=2[O:49][CH2:50][CH2:51][CH2:52]Cl)[O:11][C@@H:10]1[CH2:54][O:55][CH2:56][C:57]1[CH:62]=[CH:61][CH:60]=[CH:59][CH:58]=1)[C:2]1[CH:7]=[CH:6][CH:5]=[CH:4][CH:3]=1.[Li]CCCC.[NH4+].[Cl-:69]. (4) Given the product [N:1]1[CH:6]=[CH:5][C:4]([C:7]2[C:15]3[C:10](=[CH:11][CH:12]=[C:13]([C:16]([OH:18])=[O:17])[CH:14]=3)[N:9]([C:21]([C:28]3[CH:29]=[CH:30][CH:31]=[CH:32][CH:33]=3)([C:34]3[CH:35]=[CH:36][CH:37]=[CH:38][CH:39]=3)[C:22]3[CH:27]=[CH:26][CH:25]=[CH:24][CH:23]=3)[N:8]=2)=[CH:3][CH:2]=1, predict the reactants needed to synthesize it. The reactants are: [N:1]1[CH:6]=[CH:5][C:4]([C:7]2[C:15]3[C:10](=[CH:11][CH:12]=[C:13]([C:16]([O:18]CC)=[O:17])[CH:14]=3)[N:9]([C:21]([C:34]3[CH:39]=[CH:38][CH:37]=[CH:36][CH:35]=3)([C:28]3[CH:33]=[CH:32][CH:31]=[CH:30][CH:29]=3)[C:22]3[CH:27]=[CH:26][CH:25]=[CH:24][CH:23]=3)[N:8]=2)=[CH:3][CH:2]=1. (5) The reactants are: [Cl:1][C:2]1[CH:3]=[CH:4][C:5](F)=[C:6]([CH:9]=1)[CH:7]=[O:8].[NH:11]1[CH2:16][CH2:15][O:14][CH2:13][CH2:12]1.C(=O)([O-])[O-].[K+].[K+].CS(C)=O. Given the product [Cl:1][C:2]1[CH:3]=[CH:4][C:5]([N:11]2[CH2:16][CH2:15][O:14][CH2:13][CH2:12]2)=[C:6]([CH:9]=1)[CH:7]=[O:8], predict the reactants needed to synthesize it.